From a dataset of Reaction yield outcomes from USPTO patents with 853,638 reactions. Predict the reaction yield, written as a fraction of the theoretical maximum amount of product (1.0 means a 100% yield; for example, 0.34 means a 34% yield). (1) The reactants are FC1C=CC([O:8][S:9]([C:12]2[CH:17]=[CH:16][C:15]([O:18][C:19]3[CH:24]=[CH:23][C:22]([F:25])=[CH:21][CH:20]=3)=[CH:14][CH:13]=2)(=[O:11])=[O:10])=CC=1.[OH-].[Na+]. The catalyst is C(O)C. The product is [F:25][C:22]1[CH:23]=[CH:24][C:19]([O:18][C:15]2[CH:14]=[CH:13][C:12]([S:9]([OH:11])(=[O:8])=[O:10])=[CH:17][CH:16]=2)=[CH:20][CH:21]=1. The yield is 0.980. (2) The reactants are [Br:1][C:2]1[CH:3]=[C:4]([N+:10]([O-])=O)[C:5]([O:8][CH3:9])=[N:6][CH:7]=1.O.O.[Sn](Cl)Cl. The catalyst is C(OCC)(=O)C. The product is [Br:1][C:2]1[CH:3]=[C:4]([NH2:10])[C:5]([O:8][CH3:9])=[N:6][CH:7]=1. The yield is 0.587. (3) The catalyst is O. The yield is 0.780. The product is [Br:6][C:7]1[C:8](=[O:15])[N:9]([CH3:1])[C:10]([CH3:14])=[C:11]([Br:13])[CH:12]=1. The reactants are [CH3:1]N(C=O)C.[Br:6][C:7]1[C:8](=[O:15])[NH:9][C:10]([CH3:14])=[C:11]([Br:13])[CH:12]=1.CI.C([O-])([O-])=O.[K+].[K+]. (4) The reactants are [F:1][C:2]1[CH:10]=[C:9]2[C:5]([C:6]([CH:11]3[C:16](=[O:17])[CH2:15][C:14]([CH3:19])([CH3:18])[CH2:13][C:12]3=[O:20])=[CH:7][NH:8]2)=[CH:4][CH:3]=1.[C:21](O)(=O)[CH3:22].C(OC(=O)C)(=O)C.[Cl:32]([OH:36])(=[O:35])(=[O:34])=[O:33]. The catalyst is C(OCC)C. The product is [Cl:32]([O-:36])(=[O:35])(=[O:34])=[O:33].[F:1][C:2]1[CH:3]=[CH:4][C:5]2[C:6]3[C:11]4[C:12](=[O:20])[CH2:13][C:14]([CH3:18])([CH3:19])[CH2:15][C:16]=4[O+:17]=[C:21]([CH3:22])[C:7]=3[NH:8][C:9]=2[CH:10]=1. The yield is 0.890. (5) The reactants are [C:1]([OH:7])([C:3](F)(F)F)=[O:2].CC1(C)[C@H:12]([C:13]2[N:17]([C:18]3[CH:23]=[CH:22][C:21]([Cl:24])=[C:20]([Cl:25])[CH:19]=3)[N:16]=[C:15]([C:26]3[CH:27]=[N:28][CH:29]=CC=3)[CH:14]=2)C[C@@H]1CC(N[C@@H](CC1C=CC=CC=1)C(N)=O)=O.[CH:48]1C=CC(P(N=[N+]=[N-])(C2C=CC=CC=2)=O)=CC=1.C(N(CC)CC)C. The catalyst is CCOC(C)=O. The product is [ClH:24].[CH3:48][O:7][C:1]([C:3]1[CH:12]=[C:13]([C:14]2[CH:29]=[N:28][CH:27]=[CH:26][CH:15]=2)[N:17]([C:18]2[CH:23]=[CH:22][C:21]([Cl:24])=[C:20]([Cl:25])[CH:19]=2)[N:16]=1)=[O:2]. The yield is 0.490.